From a dataset of Forward reaction prediction with 1.9M reactions from USPTO patents (1976-2016). Predict the product of the given reaction. (1) Given the reactants [Cl:1][C:2]1[CH:3]=[CH:4][C:5]2[N:11]3[CH:12]=[CH:13][CH:14]=[C:10]3[C@@H:9]([CH2:15][CH:16]([OH:33])[CH2:17][C:18]([N:20]3[CH2:25]CN(C(=O)C(OCC)=O)C[CH2:21]3)=[O:19])[O:8][C@H:7]([C:34]3[CH:39]=[CH:38][CH:37]=[C:36]([O:40][CH3:41])[C:35]=3[O:42][CH3:43])[C:6]=2[CH:44]=1.ClC1C=CC2N3C=CC=C3[C@@H](CC(O)CC(O)=O)O[C@H](C3C=CC=C(OC)C=3OC)C=2C=1.Cl.N1C[CH:80]([C:82]([O:84][CH3:85])=[O:83])C1, predict the reaction product. The product is: [Cl:1][C:2]1[CH:3]=[CH:4][C:5]2[N:11]3[CH:12]=[CH:13][CH:14]=[C:10]3[C@@H:9]([CH2:15][CH:16]([OH:33])[CH2:17][C:18]([N:20]3[CH2:25][CH:80]([C:82]([O:84][CH3:85])=[O:83])[CH2:21]3)=[O:19])[O:8][C@H:7]([C:34]3[CH:39]=[CH:38][CH:37]=[C:36]([O:40][CH3:41])[C:35]=3[O:42][CH3:43])[C:6]=2[CH:44]=1. (2) Given the reactants [Br-].Br[CH2:3][P+](C1C=CC=CC=1)(C1C=CC=CC=1)C1C=CC=CC=1.[CH3:23][C:24]1[N:25]([C:32]2[CH:37]=[CH:36][CH:35]=[CH:34][CH:33]=2)[C:26]([CH3:31])=[CH:27][C:28]=1[CH:29]=O.C([O-])([O-])=O.[Na+].[Na+], predict the reaction product. The product is: [CH3:23][C:24]1[N:25]([C:32]2[CH:37]=[CH:36][CH:35]=[CH:34][CH:33]=2)[C:26]([CH3:31])=[CH:27][C:28]=1[CH:29]=[CH2:3]. (3) The product is: [CH:1]([C:4]1[CH:9]=[CH:8][CH:7]=[CH:6][C:5]=1[N:10]=[C:11]1[N:16]([C:19]([S:21][CH2:26][CH:25]=[CH2:24])=[S:20])[CH2:15][C:14]([CH3:18])([CH3:17])[CH2:13][S:12]1)([CH3:3])[CH3:2]. Given the reactants [CH:1]([C:4]1[CH:9]=[CH:8][CH:7]=[CH:6][C:5]=1[N:10]=[C:11]1[N:16]=[CH:15][C:14]([CH3:18])([CH3:17])[CH2:13][S:12]1)([CH3:3])[CH3:2].[C:19](=[S:21])=[S:20].[H-].[Na+].[CH2:24](Cl)[CH:25]=[CH2:26], predict the reaction product. (4) Given the reactants [Br:1][C:2]1[CH:3]=[C:4]([OH:8])[CH:5]=[CH:6][CH:7]=1.Cl.[N:10]1[CH:15]=[CH:14][CH:13]=[CH:12][C:11]=1[CH2:16]Cl.C(=O)([O-])[O-].[K+].[K+], predict the reaction product. The product is: [Br:1][C:2]1[CH:3]=[C:4]([CH:5]=[CH:6][CH:7]=1)[O:8][CH2:16][C:11]1[CH:12]=[CH:13][CH:14]=[CH:15][N:10]=1. (5) Given the reactants [CH3:1][O:2][C:3]1[CH:4]=[N:5][C:6]2[CH:7]=[CH:8][CH:9]=[C:10]([CH:13]=[O:14])[C:11]=2[CH:12]=1.[I-].[CH3:16][S+](C)C.[OH-].[K+], predict the reaction product. The product is: [CH3:1][O:2][C:3]1[CH:4]=[N:5][C:6]2[C:11]([CH:12]=1)=[C:10]([CH:13]1[CH2:16][O:14]1)[CH:9]=[CH:8][CH:7]=2. (6) Given the reactants [CH2:1]([C:3]([CH2:8][OH:9])([CH3:7])[C:4]([OH:6])=[O:5])[OH:2].[OH-].[K+].[CH2:12](Br)[C:13]1[CH:18]=[CH:17][CH:16]=[CH:15][CH:14]=1, predict the reaction product. The product is: [CH2:1]([C:3]([CH2:8][OH:9])([CH3:7])[C:4]([O:6][CH2:12][C:13]1[CH:18]=[CH:17][CH:16]=[CH:15][CH:14]=1)=[O:5])[OH:2]. (7) Given the reactants [C:1]([Br:5])(Br)(Br)Br.C1(P(C2C=CC=CC=2)C2C=CC=CC=2)C=CC=CC=1.[C:25]([O:29][C:30]([C@@:32]1([CH2:47]CO)[CH:36]([CH3:37])[C:35](=[O:38])[N:34]([C@@H:39]([C:41]2[CH:46]=[CH:45][CH:44]=[CH:43][CH:42]=2)[CH3:40])[CH2:33]1)=[O:31])([CH3:28])([CH3:27])[CH3:26], predict the reaction product. The product is: [C:25]([O:29][C:30]([C@@:32]1([CH2:47][CH2:1][Br:5])[CH:36]([CH3:37])[C:35](=[O:38])[N:34]([C@@H:39]([C:41]2[CH:42]=[CH:43][CH:44]=[CH:45][CH:46]=2)[CH3:40])[CH2:33]1)=[O:31])([CH3:26])([CH3:27])[CH3:28]. (8) Given the reactants Br[C:2]1[S:6][C:5]([CH:7]=[O:8])=[CH:4][CH:3]=1.[CH3:9][O:10][C:11]1[CH:16]=[CH:15][CH:14]=[CH:13][C:12]=1B(O)O.C(=O)([O-])[O-].[Na+].[Na+], predict the reaction product. The product is: [CH3:9][O:10][C:11]1[CH:16]=[CH:15][CH:14]=[CH:13][C:12]=1[C:2]1[S:6][C:5]([CH:7]=[O:8])=[CH:4][CH:3]=1. (9) Given the reactants [NH2:1][C:2]1[CH:28]=[CH:27][C:5]([CH2:6][C@@H:7]2[CH2:11][CH2:10][C@H:9]([C@H:12]([OH:19])[C:13]3[CH:18]=[CH:17][CH:16]=[CH:15][CH:14]=3)[N:8]2C(OC(C)(C)C)=O)=[CH:4][CH:3]=1.[N:29]([C:32]1[CH:37]=[CH:36][CH:35]=[C:34]([O:38][CH3:39])[CH:33]=1)=[C:30]=[O:31].C(O)(C(F)(F)F)=O, predict the reaction product. The product is: [OH:19][C@H:12]([C:13]1[CH:18]=[CH:17][CH:16]=[CH:15][CH:14]=1)[C@@H:9]1[NH:8][C@H:7]([CH2:6][C:5]2[CH:27]=[CH:28][C:2]([NH:1][C:30]([NH:29][C:32]3[CH:37]=[CH:36][CH:35]=[C:34]([O:38][CH3:39])[CH:33]=3)=[O:31])=[CH:3][CH:4]=2)[CH2:11][CH2:10]1.